This data is from Catalyst prediction with 721,799 reactions and 888 catalyst types from USPTO. The task is: Predict which catalyst facilitates the given reaction. (1) Reactant: [CH2:1]([N:3]([CH2:59][CH3:60])[C:4]1[CH:5]=[CH:6][C:7]([NH:30][C:31](=[O:58])[C:32]2[CH:37]=[CH:36][CH:35]=[C:34]([CH2:38][O:39][CH2:40][CH2:41][O:42][CH2:43][CH2:44][O:45][CH2:46][CH2:47][O:48][CH2:49][CH2:50][O:51][CH2:52][CH2:53][O:54][CH2:55][CH2:56][OH:57])[CH:33]=2)=[C:8]([C:10]2[CH:11]=[C:12]([CH:27]=[CH:28][N:29]=2)[C:13]([NH:15][CH2:16][C:17]2[CH:22]=[CH:21][CH:20]=[C:19]([C:23]([F:26])([F:25])[F:24])[CH:18]=2)=[O:14])[CH:9]=1)[CH3:2].C(N(CC)CC)C.[C:68]1([CH3:78])[CH:73]=[CH:72][C:71]([S:74](Cl)(=[O:76])=[O:75])=[CH:70][CH:69]=1. Product: [CH3:78][C:68]1[CH:73]=[CH:72][C:71]([S:74]([O:57][CH2:56][CH2:55][O:54][CH2:53][CH2:52][O:51][CH2:50][CH2:49][O:48][CH2:47][CH2:46][O:45][CH2:44][CH2:43][O:42][CH2:41][CH2:40][O:39][CH2:38][C:34]2[CH:35]=[CH:36][CH:37]=[C:32]([C:31](=[O:58])[NH:30][C:7]3[CH:6]=[CH:5][C:4]([N:3]([CH2:1][CH3:2])[CH2:59][CH3:60])=[CH:9][C:8]=3[C:10]3[CH:11]=[C:12]([C:13](=[O:14])[NH:15][CH2:16][C:17]4[CH:22]=[CH:21][CH:20]=[C:19]([C:23]([F:26])([F:25])[F:24])[CH:18]=4)[CH:27]=[CH:28][N:29]=3)[CH:33]=2)(=[O:76])=[O:75])=[CH:70][CH:69]=1. The catalyst class is: 2. (2) Reactant: [NH2:1][C@@H:2]1[CH2:6][CH2:5][CH2:4][C@:3]1([F:11])[C:7]([O:9][CH3:10])=[O:8].[CH2:12]([O:19][C:20]1[CH:25]=[CH:24][C:23]([S:26](Cl)(=[O:28])=[O:27])=[CH:22][CH:21]=1)[C:13]1[CH:18]=[CH:17][CH:16]=[CH:15][CH:14]=1.C(=O)(O)[O-].[Na+]. Product: [CH2:12]([O:19][C:20]1[CH:25]=[CH:24][C:23]([S:26]([NH:1][C@@H:2]2[CH2:6][CH2:5][CH2:4][C@:3]2([F:11])[C:7]([O:9][CH3:10])=[O:8])(=[O:28])=[O:27])=[CH:22][CH:21]=1)[C:13]1[CH:14]=[CH:15][CH:16]=[CH:17][CH:18]=1. The catalyst class is: 124. (3) Reactant: [Cl:1][C:2]1[CH:38]=[CH:37][CH:36]=[C:35]([C:39]([F:42])([F:41])[F:40])[C:3]=1[C:4]([N:6]1[C:14]2[C:9](=[N:10][CH:11]=[C:12]([C:15](=[O:23])[N:16]([CH:20]3[CH2:22][CH2:21]3)[CH:17]3[CH2:19][CH2:18]3)[CH:13]=2)[C:8]([C:24]2[CH:33]=[CH:32][C:27]([C:28]([O:30]C)=[O:29])=[CH:26][C:25]=2[F:34])=[N:7]1)=[O:5].O[Li].O. Product: [Cl:1][C:2]1[CH:38]=[CH:37][CH:36]=[C:35]([C:39]([F:40])([F:42])[F:41])[C:3]=1[C:4]([N:6]1[C:14]2[C:9](=[N:10][CH:11]=[C:12]([C:15](=[O:23])[N:16]([CH:17]3[CH2:19][CH2:18]3)[CH:20]3[CH2:22][CH2:21]3)[CH:13]=2)[C:8]([C:24]2[CH:33]=[CH:32][C:27]([C:28]([OH:30])=[O:29])=[CH:26][C:25]=2[F:34])=[N:7]1)=[O:5]. The catalyst class is: 20. (4) Reactant: [CH2:1]1[NH:5][CH2:4][CH:3]2[CH2:6][O:7][CH2:8][CH2:9][CH:2]12.C([O-])([O-])=O.[K+].[K+].[Cl:16][CH2:17][CH2:18][CH2:19]Br. Product: [Cl:16][CH2:17][CH2:18][CH2:19][N:5]1[CH2:1][CH:2]2[CH2:9][CH2:8][O:7][CH2:6][CH:3]2[CH2:4]1. The catalyst class is: 21. (5) Reactant: C[O:2][C:3](=[O:15])[C:4]([C:6]1[C:14]2[C:9](=[N:10][CH:11]=[CH:12][CH:13]=2)[NH:8][CH:7]=1)=[O:5].C([O-])([O-])=O.[K+:20].[K+]. Product: [NH:8]1[C:9]2[C:14](=[CH:13][CH:12]=[CH:11][N:10]=2)[C:6]([C:4](=[O:5])[C:3]([O-:15])=[O:2])=[CH:7]1.[K+:20]. The catalyst class is: 24. (6) Product: [N+:1]([C:4]1[CH:5]=[C:6]2[C:10](=[CH:11][CH:12]=1)[N:9]([CH2:15][C:16]1[CH:21]=[CH:20][CH:19]=[CH:18][N:17]=1)[N:8]=[CH:7]2)([O-:3])=[O:2]. The catalyst class is: 1. Reactant: [N+:1]([C:4]1[CH:5]=[C:6]2[C:10](=[CH:11][CH:12]=1)[NH:9][N:8]=[CH:7]2)([O-:3])=[O:2].Cl.Cl[CH2:15][C:16]1[CH:21]=[CH:20][CH:19]=[CH:18][N:17]=1.C(=O)([O-])[O-].[K+].[K+].O.